The task is: Predict the product of the given reaction.. This data is from Forward reaction prediction with 1.9M reactions from USPTO patents (1976-2016). (1) Given the reactants [CH:1]1([C:4]([N:6]2[CH2:11][CH2:10][N:9]([C:12]([C:14]3[CH:21]=[CH:20][C:17](C=O)=[CH:16][CH:15]=3)=[O:13])[CH2:8][CH2:7]2)=[O:5])[CH2:3][CH2:2]1.[CH2:22]([O:24][CH:25]([O:44][CH2:45][CH3:46])[C:26]1[CH:43]=[CH:42][C:29]([CH:30]=[N:31][C:32]2[CH:40]=[CH:39][CH:38]=[C:37]3[C:33]=2[CH2:34][O:35][C:36]3=[O:41])=[CH:28][CH:27]=1)[CH3:23].[CH3:47][O-:48].[Na+].[CH3:50]O, predict the reaction product. The product is: [CH:1]1([C:4]([N:6]2[CH2:11][CH2:10][N:9]([C:12]([C:14]3[CH:21]=[CH:20][C:17]([CH:50]4[C:47](=[O:48])[C:33]5[C:37]([C:36]([O:35][CH3:34])=[O:41])=[CH:38][CH:39]=[CH:40][C:32]=5[NH:31][CH:30]4[C:29]4[CH:28]=[CH:27][C:26]([CH:25]([O:44][CH2:45][CH3:46])[O:24][CH2:22][CH3:23])=[CH:43][CH:42]=4)=[CH:16][CH:15]=3)=[O:13])[CH2:8][CH2:7]2)=[O:5])[CH2:2][CH2:3]1. (2) The product is: [C:1]([O:5][C:6]([N:8]1[CH2:13][CH2:12][CH:11]([CH2:14][C:15]2[CH:20]=[CH:19][CH:18]=[CH:17][C:16]=2[C:21]([O:23][CH3:24])=[O:22])[CH2:10][CH2:9]1)=[O:7])([CH3:3])([CH3:4])[CH3:2]. Given the reactants [C:1]([O:5][C:6]([N:8]1[CH2:13][CH2:12][C:11](=[CH:14][C:15]2[CH:20]=[CH:19][CH:18]=[CH:17][C:16]=2[C:21]([O:23][CH3:24])=[O:22])[CH2:10][CH2:9]1)=[O:7])([CH3:4])([CH3:3])[CH3:2], predict the reaction product. (3) Given the reactants ClC(Cl)(O[C:5](=[O:11])OC(Cl)(Cl)Cl)Cl.[NH2:13][C:14]1[CH:15]=[N:16][C:17]([O:20][C:21]2[CH:28]=[CH:27][C:24]([C:25]#[N:26])=[C:23]([CH2:29][CH3:30])[CH:22]=2)=[N:18][CH:19]=1.Cl.[CH3:32][C:33]([C:36](OC)=[O:37])([CH3:35])[NH2:34].C[O-].[Na+], predict the reaction product. The product is: [CH3:32][C:33]1([CH3:35])[C:36](=[O:37])[N:13]([C:14]2[CH:15]=[N:16][C:17]([O:20][C:21]3[CH:28]=[CH:27][C:24]([C:25]#[N:26])=[C:23]([CH2:29][CH3:30])[CH:22]=3)=[N:18][CH:19]=2)[C:5](=[O:11])[NH:34]1. (4) The product is: [ClH:1].[Cl:1][C:2]1[CH:3]=[CH:4][C:5]([N+:37]([O-:39])=[O:38])=[C:6]([CH:36]=1)[O:7][C:8]1[CH:16]=[C:15]2[C:11]([C:12]([CH2:26][NH:27][CH3:28])=[CH:13][N:14]2[S:17]([C:20]2[CH:21]=[N:22][CH:23]=[CH:24][CH:25]=2)(=[O:19])=[O:18])=[CH:10][CH:9]=1. Given the reactants [Cl:1][C:2]1[CH:3]=[CH:4][C:5]([N+:37]([O-:39])=[O:38])=[C:6]([CH:36]=1)[O:7][C:8]1[CH:16]=[C:15]2[C:11]([C:12]([CH2:26][N:27](C)[C:28](=O)OC(C)(C)C)=[CH:13][N:14]2[S:17]([C:20]2[CH:21]=[N:22][CH:23]=[CH:24][CH:25]=2)(=[O:19])=[O:18])=[CH:10][CH:9]=1.Cl.CO, predict the reaction product. (5) Given the reactants Cl[C:2]1[CH:7]=[CH:6][N+:5]([O-:8])=[C:4]([CH3:9])[C:3]=1[CH3:10].[OH-].[Na+].[CH2:13]([OH:20])[CH2:14][CH2:15][CH2:16][CH2:17][CH2:18][CH3:19].Cl, predict the reaction product. The product is: [CH2:13]([O:20][C:2]1[CH:7]=[CH:6][N+:5]([O-:8])=[C:4]([CH3:9])[C:3]=1[CH3:10])[CH2:14][CH2:15][CH2:16][CH2:17][CH2:18][CH3:19].